Dataset: Full USPTO retrosynthesis dataset with 1.9M reactions from patents (1976-2016). Task: Predict the reactants needed to synthesize the given product. (1) Given the product [C:2]1([C:8]2[NH:9][CH:10]=[C:11]([C:13]([O:15][CH3:19])=[O:14])[N:12]=2)[CH:3]=[CH:4][CH:5]=[CH:6][CH:7]=1, predict the reactants needed to synthesize it. The reactants are: O.[C:2]1([C:8]2[NH:9][CH:10]=[C:11]([C:13]([OH:15])=[O:14])[N:12]=2)[CH:7]=[CH:6][CH:5]=[CH:4][CH:3]=1.Cl.[OH-].[Na+].[CH3:19]O. (2) Given the product [CH3:23][O:24][C:25]1[CH:26]=[C:27]([NH:28][C:2]2[N:7]=[CH:6][N:5]=[C:4]([C:8]3[CH:9]=[CH:10][C:11]([O:16][CH:17]4[CH2:22][CH2:21][O:20][CH2:19][CH2:18]4)=[C:12]([CH:15]=3)[C:13]#[N:14])[N:3]=2)[CH:29]=[CH:30][C:31]=1[N:32]1[CH2:33][CH2:34][N:35]([CH3:38])[CH2:36][CH2:37]1, predict the reactants needed to synthesize it. The reactants are: Cl[C:2]1[N:7]=[CH:6][N:5]=[C:4]([C:8]2[CH:9]=[CH:10][C:11]([O:16][CH:17]3[CH2:22][CH2:21][O:20][CH2:19][CH2:18]3)=[C:12]([CH:15]=2)[C:13]#[N:14])[N:3]=1.[CH3:23][O:24][C:25]1[CH:26]=[C:27]([CH:29]=[CH:30][C:31]=1[N:32]1[CH2:37][CH2:36][N:35]([CH3:38])[CH2:34][CH2:33]1)[NH2:28].C(N(CC)C(C)C)(C)C. (3) The reactants are: [CH3:1][C:2]1[S:6][C:5]([C:7]2[CH:12]=[CH:11][CH:10]=[CH:9][CH:8]=2)=[N:4][C:3]=1[CH2:13][O:14][C:15]1[CH:31]=[CH:30][C:18]([CH2:19][O:20][C:21]2[C:26]([CH2:27][C:28]#N)=[CH:25][CH:24]=[CH:23][N:22]=2)=[CH:17][CH:16]=1.COCCO.[OH-:37].[K+].Cl.[OH2:40]. Given the product [CH3:1][C:2]1[S:6][C:5]([C:7]2[CH:12]=[CH:11][CH:10]=[CH:9][CH:8]=2)=[N:4][C:3]=1[CH2:13][O:14][C:15]1[CH:31]=[CH:30][C:18]([CH2:19][O:20][C:21]2[C:26]([CH2:27][C:28]([OH:40])=[O:37])=[CH:25][CH:24]=[CH:23][N:22]=2)=[CH:17][CH:16]=1, predict the reactants needed to synthesize it. (4) Given the product [OH:9][C:1]1[CH:2]=[C:3]([OH:5])[N:15]=[C:13]([CH2:12][C:16]([NH2:18])=[O:17])[N:14]=1, predict the reactants needed to synthesize it. The reactants are: [C:1]([O:9]CC)(=O)[CH2:2][C:3]([O:5]CC)=O.[CH2:12]([C:16]([NH2:18])=[O:17])[C:13]([NH2:15])=[NH:14].Cl.[O-]CC.[Na+]. (5) Given the product [CH3:18][CH:17]([CH3:19])[CH2:16][C:15]([NH:1][C:2]1[C:3]([C:12]([OH:14])=[O:13])=[CH:4][C:5]2[C:10]([CH:11]=1)=[CH:9][CH:8]=[CH:7][CH:6]=2)=[O:20], predict the reactants needed to synthesize it. The reactants are: [NH2:1][C:2]1[C:3]([C:12]([OH:14])=[O:13])=[CH:4][C:5]2[C:10]([CH:11]=1)=[CH:9][CH:8]=[CH:7][CH:6]=2.[C:15](Cl)(=[O:20])[CH2:16][CH:17]([CH3:19])[CH3:18].O. (6) Given the product [C:25]([O:24][C:23](=[O:29])[NH:22][C:18]1([C:15]2[CH:14]=[CH:13][C:12]([C:8]3[C:7]([C:30]4[CH:35]=[CH:34][CH:33]=[CH:32][CH:31]=4)=[CH:6][C:5]4[C:4](=[O:36])[C:3](=[CH:44][N:45]([CH3:48])[CH3:46])[C:2]([CH3:37])([CH3:1])[CH2:11][C:10]=4[N:9]=3)=[CH:17][CH:16]=2)[CH2:21][CH2:20][CH2:19]1)([CH3:26])([CH3:27])[CH3:28], predict the reactants needed to synthesize it. The reactants are: [CH3:1][C:2]1([CH3:37])[CH2:11][C:10]2[N:9]=[C:8]([C:12]3[CH:17]=[CH:16][C:15]([C:18]4([NH:22][C:23](=[O:29])[O:24][C:25]([CH3:28])([CH3:27])[CH3:26])[CH2:21][CH2:20][CH2:19]4)=[CH:14][CH:13]=3)[C:7]([C:30]3[CH:35]=[CH:34][CH:33]=[CH:32][CH:31]=3)=[CH:6][C:5]=2[C:4](=[O:36])[CH2:3]1.CC(C)C(O)=O.[CH3:44][N:45]([CH3:48])[CH:46]=O. (7) Given the product [F:43][C:44]([F:49])([F:48])[C:45]([OH:47])=[O:46].[F:50][C:51]([F:56])([F:55])[C:52]([OH:54])=[O:53].[F:64][C:65]1[CH:66]=[N:67][C:68]2[NH:69][C:70]3[CH:71]=[N:72][CH:73]=[C:74]([CH:87]=3)[CH2:75][CH2:76][C:77]3[CH:85]=[C:81]([NH:82][C:83]=1[N:84]=2)[CH:80]=[CH:79][C:78]=3[NH:86][C:16](=[O:18])[CH2:15][CH:12]1[CH2:11][CH2:10][N:9]([C:7]([C:4]2[CH:3]=[C:2]([CH3:1])[O:6][N:5]=2)=[O:8])[CH2:14][CH2:13]1, predict the reactants needed to synthesize it. The reactants are: [CH3:1][C:2]1[O:6][N:5]=[C:4]([C:7]([N:9]2[CH2:14][CH2:13][CH:12]([CH2:15][C:16]([OH:18])=O)[CH2:11][CH2:10]2)=[O:8])[CH:3]=1.F[P-](F)(F)(F)(F)F.C[N+](C)=C(N(C)C)ON1C2N=CC=CC=2N=N1.[F:43][C:44]([F:49])([F:48])[C:45]([OH:47])=[O:46].[F:50][C:51]([F:56])([F:55])[C:52]([OH:54])=[O:53].FC(F)(F)C(O)=O.[F:64][C:65]1[CH:66]=[N:67][C:68]2[NH:69][C:70]3[CH:71]=[N:72][CH:73]=[C:74]([CH:87]=3)[CH2:75][CH2:76][C:77]3[CH:85]=[C:81]([NH:82][C:83]=1[N:84]=2)[CH:80]=[CH:79][C:78]=3[NH2:86].